This data is from Full USPTO retrosynthesis dataset with 1.9M reactions from patents (1976-2016). The task is: Predict the reactants needed to synthesize the given product. (1) The reactants are: [CH2:1]([C@@H:8]1[O:12][C:11]([CH3:14])([CH3:13])[O:10][C:9]1=[O:15])[C:2]1[CH:7]=[CH:6][CH:5]=[CH:4][CH:3]=1.[Li+].CC([N-]C(C)C)C.[C:24]([O:28][CH3:29])(=[O:27])[CH:25]=[CH2:26]. Given the product [CH3:29][O:28][C:24](=[O:27])[CH2:25][CH2:26][C:8]1([CH2:1][C:2]2[CH:3]=[CH:4][CH:5]=[CH:6][CH:7]=2)[C:9](=[O:15])[O:10][C:11]([CH3:13])([CH3:14])[O:12]1, predict the reactants needed to synthesize it. (2) Given the product [NH2:21][C:18]1[CH:19]=[CH:20][C:15]([O:14][C:12]2[CH:11]=[CH:10][N:9]=[C:8]([NH:7][C:5]([NH:4][CH:1]3[CH2:2][CH2:3]3)=[O:6])[CH:13]=2)=[C:16]([Cl:25])[C:17]=1[Cl:24], predict the reactants needed to synthesize it. The reactants are: [CH:1]1([NH:4][C:5]([NH:7][C:8]2[CH:13]=[C:12]([O:14][C:15]3[CH:20]=[CH:19][C:18]([N+:21]([O-])=O)=[C:17]([Cl:24])[C:16]=3[Cl:25])[CH:11]=[CH:10][N:9]=2)=[O:6])[CH2:3][CH2:2]1.C([O-])(O)=O.[Na+]. (3) Given the product [ClH:19].[CH2:1]([NH:4][C:5]1[N:10]=[C:9]([NH:11][CH2:12][C:13]#[CH:14])[N:8]=[C:7]([N:15]([CH3:18])[O:16][CH3:17])[N:6]=1)[CH:2]=[CH2:3], predict the reactants needed to synthesize it. The reactants are: [CH2:1]([NH:4][C:5]1[N:10]=[C:9]([NH:11][CH2:12][C:13]#[CH:14])[N:8]=[C:7]([N:15]([CH3:18])[O:16][CH3:17])[N:6]=1)[CH:2]=[CH2:3].[ClH:19].C(OCC)C.Cl.C(NC1N=C(NCCC)N=C(N(CC#C)OC)N=1)CC.